Predict the reactants needed to synthesize the given product. From a dataset of Full USPTO retrosynthesis dataset with 1.9M reactions from patents (1976-2016). (1) Given the product [C:42]1([CH3:51])[CH:47]=[CH:46][CH:45]=[CH:44][C:43]=1[NH:48][C:49]1[O:30][C:26]2[CH:25]=[C:24]([CH2:23][C:22]([OH:41])=[O:69])[CH:40]=[CH:39][C:27]=2[N:28]=1, predict the reactants needed to synthesize it. The reactants are: C(NC(C1C=CC(N[C:22](=[O:41])[CH2:23][C:24]2[CH:40]=[CH:39][C:27]3[N:28]=C(NC4C=CC=CC=4C)[O:30][C:26]=3[CH:25]=2)=CC=1)CC(O)=O)(=O)C1C=CC=CC=1.[C:42]1([CH3:51])[C:43]([N:48]=[C:49]=S)=[CH:44][CH:45]=[CH:46][CH:47]=1.C1(N=C=NC2CCCCC2)CCCCC1.C([OH:69])C. (2) Given the product [Cl:1][C:2]1[CH:3]=[CH:4][C:5]([C:8]2[S:9][C:10]([CH2:13][O:15][C:19]3[CH:27]4[CH:22]([C:23]5([CH3:29])[O:28][CH:26]4[CH2:25][CH2:24]5)[C:21](=[O:30])[CH:20]=3)=[CH:11][N:12]=2)=[CH:6][CH:7]=1, predict the reactants needed to synthesize it. The reactants are: [Cl:1][C:2]1[CH:7]=[CH:6][C:5]([C:8]2[S:9][C:10]([CH:13]([OH:15])C)=[CH:11][N:12]=2)=[CH:4][CH:3]=1.[H-].[Na+].Cl[C:19]1[CH:27]2[CH:22]([C:23]3([CH3:29])[O:28][CH:26]2[CH2:25][CH2:24]3)[C:21](=[O:30])[CH:20]=1. (3) Given the product [CH3:1][C:2]1[S:3][CH:4]=[C:5]([C:7]([NH:9][C:10]2[CH:18]=[C:17]([C:33]3[CH:34]=[C:35]4[C:41]([S:42]([CH3:45])(=[O:44])=[O:43])=[N:40][NH:39][C:36]4=[N:37][CH:38]=3)[CH:16]=[C:15]3[C:11]=2[CH:12]=[N:13][N:14]3[S:23]([C:26]2[CH:31]=[CH:30][CH:29]=[CH:28][CH:27]=2)(=[O:25])=[O:24])=[O:8])[N:6]=1, predict the reactants needed to synthesize it. The reactants are: [CH3:1][C:2]1[S:3][CH:4]=[C:5]([C:7]([NH:9][C:10]2[CH:18]=[C:17]([Sn](C)(C)C)[CH:16]=[C:15]3[C:11]=2[CH:12]=[N:13][N:14]3[S:23]([C:26]2[CH:31]=[CH:30][CH:29]=[CH:28][CH:27]=2)(=[O:25])=[O:24])=[O:8])[N:6]=1.Br[C:33]1[CH:34]=[C:35]2[C:41]([S:42]([CH3:45])(=[O:44])=[O:43])=[N:40][NH:39][C:36]2=[N:37][CH:38]=1. (4) The reactants are: [C:1]1(=[O:8])[CH2:6][CH2:5][CH2:4][C:3](=[O:7])[CH2:2]1.Br[CH2:10][C:11]([C:13]1[CH:18]=[CH:17][C:16]([N+:19]([O-:21])=[O:20])=[CH:15][CH:14]=1)=[O:12].C(=O)([O-])[O-].[K+].[K+]. Given the product [N+:19]([C:16]1[CH:15]=[CH:14][C:13]([C:11](=[O:12])[CH2:10][CH:2]2[C:3](=[O:7])[CH2:4][CH2:5][CH2:6][C:1]2=[O:8])=[CH:18][CH:17]=1)([O-:21])=[O:20], predict the reactants needed to synthesize it.